From a dataset of Forward reaction prediction with 1.9M reactions from USPTO patents (1976-2016). Predict the product of the given reaction. (1) Given the reactants [NH2:1][C:2]1[C:3]([C:8]([F:17])([F:16])[C:9]([F:15])([F:14])[C:10]([F:13])([F:12])[F:11])=[N:4][NH:5][C:6]=1[CH3:7].C([O-])([O-])=O.[K+].[K+].Cl[CH2:25][C:26]([N:28]1[CH2:33][CH2:32][N:31]([C:34]2[CH:39]=[CH:38][C:37]([Cl:40])=[CH:36][CH:35]=2)[CH2:30][CH2:29]1)=[O:27].CN(C=O)C, predict the reaction product. The product is: [NH2:1][C:2]1[C:3]([C:8]([F:17])([F:16])[C:9]([F:14])([F:15])[C:10]([F:11])([F:12])[F:13])=[N:4][N:5]([CH2:25][C:26]([N:28]2[CH2:29][CH2:30][N:31]([C:34]3[CH:39]=[CH:38][C:37]([Cl:40])=[CH:36][CH:35]=3)[CH2:32][CH2:33]2)=[O:27])[C:6]=1[CH3:7]. (2) Given the reactants [ClH:1].[F:2][CH:3]([F:24])[C:4]1[CH:17]=[CH:16][C:7]([CH2:8][NH:9][C:10](=[O:15])[C:11]([F:14])([F:13])[F:12])=[CH:6][C:5]=1[C:18]1[CH:23]=[CH:22][N:21]=[CH:20][CH:19]=1, predict the reaction product. The product is: [ClH:1].[F:24][CH:3]([F:2])[C:4]1[CH:17]=[CH:16][C:7]([CH2:8][NH:9][C:10](=[O:15])[C:11]([F:12])([F:13])[F:14])=[CH:6][C:5]=1[CH:18]1[CH2:19][CH2:20][NH:21][CH2:22][CH2:23]1. (3) Given the reactants [NH2:1][C:2]1[N:10]=[CH:9][N:8]=[C:7]2[C:3]=1[N:4]=[C:5]([NH:14][C:15]1[CH:16]=[N:17][CH:18]=[CH:19][CH:20]=1)[N:6]2[CH2:11][CH2:12]O.O=S(Cl)[Cl:23], predict the reaction product. The product is: [NH2:1][C:2]1[N:10]=[CH:9][N:8]=[C:7]2[C:3]=1[N:4]=[C:5]([NH:14][C:15]1[CH:16]=[N:17][CH:18]=[CH:19][CH:20]=1)[N:6]2[CH2:11][CH2:12][Cl:23]. (4) Given the reactants Cl[C:2](Cl)(Cl)[C:3]1[NH:4][C:5]2[CH:11]=[C:10]([C:12]([F:15])([F:14])[F:13])[CH:9]=[CH:8][C:6]=2[N:7]=1.C[OH:19].[C:20](=O)([O-])[O-:21].[Na+].[Na+], predict the reaction product. The product is: [F:13][C:12]([F:15])([F:14])[C:10]1[CH:9]=[CH:8][C:6]2[N:7]=[C:3]([C:2]([O:21][CH3:20])=[O:19])[NH:4][C:5]=2[CH:11]=1. (5) Given the reactants [Cl:1][C:2]1[CH:3]=[C:4]([CH2:16][C@H:17]([NH:21][S:22]([C:25]2[CH:30]=[CH:29][CH:28]=[CH:27][CH:26]=2)(=[O:24])=[O:23])[C:18]([OH:20])=O)[CH:5]=[CH:6][C:7]=1[CH:8]1[S:12](=[O:14])(=[O:13])[NH:11][C:10](=[O:15])[CH2:9]1.F[P-](F)(F)(F)(F)F.N1(O[P+](N(C)C)(N(C)C)N(C)C)C2C=CC=CC=2N=N1.[C:58]1([CH2:64][CH2:65][CH2:66][CH2:67][NH2:68])[CH:63]=[CH:62][CH:61]=[CH:60][CH:59]=1.C(N(CC)C(C)C)(C)C, predict the reaction product. The product is: [Cl:1][C:2]1[CH:3]=[C:4]([CH2:16][CH:17]([NH:21][S:22]([C:25]2[CH:26]=[CH:27][CH:28]=[CH:29][CH:30]=2)(=[O:23])=[O:24])[C:18]([NH:68][CH2:67][CH2:66][CH2:65][CH2:64][C:58]2[CH:63]=[CH:62][CH:61]=[CH:60][CH:59]=2)=[O:20])[CH:5]=[CH:6][C:7]=1[CH:8]1[S:12](=[O:14])(=[O:13])[NH:11][C:10](=[O:15])[CH2:9]1. (6) Given the reactants [OH:1][C@H:2]1[CH2:7][CH2:6][C@H:5]([NH:8][C:9]2[O:10][CH2:11][C:12](=[O:20])[C:13]=2[C:14]([O:16][CH:17]([CH3:19])[CH3:18])=[O:15])[CH2:4][CH2:3]1.C(OC(C)C)(=O)CC(OC(C)C)=O.ClCC(Cl)=O.NC[C@H]1CC[C@H](O)CC1.[NH:48]1[C:56]2[C:51](=[CH:52][CH:53]=[CH:54][N:55]=2)[C:50]([CH:57]=O)=[CH:49]1.N1CCC[C@H]1C(O)=O, predict the reaction product. The product is: [NH:48]1[C:56]2=[N:55][CH:54]=[CH:53][CH:52]=[C:51]2[C:50]([CH:57]=[C:11]2[O:10][C:9]([NH:8][C@H:5]3[CH2:6][CH2:7][C@H:2]([OH:1])[CH2:3][CH2:4]3)=[C:13]([C:14]([O:16][CH:17]([CH3:18])[CH3:19])=[O:15])[C:12]2=[O:20])=[CH:49]1. (7) Given the reactants [CH2:1]([N:3]1[C:7]2[N:8]=[C:9]([C:18]3[CH:23]=[CH:22][C:21]([NH:24][C:25]([NH:27][C:28]4[CH:36]=[CH:35][C:31]([C:32](O)=[O:33])=[CH:30][CH:29]=4)=[O:26])=[CH:20][CH:19]=3)[N:10]=[C:11]([N:12]3[CH2:17][CH2:16][O:15][CH2:14][CH2:13]3)[C:6]=2[N:5]=[N:4]1)[CH3:2].CCN(C(C)C)C(C)C.CN(C(O[N:54]1N=N[C:56]2[CH:57]=[CH:58]C=C[C:55]1=2)=[N+](C)C)C.F[P-](F)(F)(F)(F)F.C(N)CCC, predict the reaction product. The product is: [CH2:55]([NH:54][C:32](=[O:33])[C:31]1[CH:35]=[CH:36][C:28]([NH:27][C:25](=[O:26])[NH:24][C:21]2[CH:22]=[CH:23][C:18]([C:9]3[N:10]=[C:11]([N:12]4[CH2:13][CH2:14][O:15][CH2:16][CH2:17]4)[C:6]4[N:5]=[N:4][N:3]([CH2:1][CH3:2])[C:7]=4[N:8]=3)=[CH:19][CH:20]=2)=[CH:29][CH:30]=1)[CH2:56][CH2:57][CH3:58].